Dataset: Catalyst prediction with 721,799 reactions and 888 catalyst types from USPTO. Task: Predict which catalyst facilitates the given reaction. (1) Reactant: [Br:1][C:2]1[CH:7]=[C:6]([C:8]([F:11])([F:10])[F:9])[CH:5]=[C:4]([Br:12])[C:3]=1[N:13]1[C:17]2[N:18]=[C:19]([CH3:32])[N:20]=[C:21]([N:22]3[CH2:27][CH:26]=[C:25]([CH2:28][C:29](O)=[O:30])[CH2:24][CH2:23]3)[C:16]=2[C:15]([CH3:33])=[C:14]1[CH3:34].Cl.[CH3:36][N:37](C)CCCN=C=NCC.ON1C2C=CC=CC=2N=N1.CN. Product: [Br:12][C:4]1[CH:5]=[C:6]([C:8]([F:11])([F:9])[F:10])[CH:7]=[C:2]([Br:1])[C:3]=1[N:13]1[C:17]2[N:18]=[C:19]([CH3:32])[N:20]=[C:21]([N:22]3[CH2:27][CH:26]=[C:25]([CH2:28][C:29]([NH:37][CH3:36])=[O:30])[CH2:24][CH2:23]3)[C:16]=2[C:15]([CH3:33])=[C:14]1[CH3:34]. The catalyst class is: 384. (2) Reactant: [Br:1][C:2]1[CH:7]=[CH:6][C:5]([F:8])=[CH:4][CH:3]=1.[C:9]([C:13]1[CH:18]=[CH:17][C:16]([S:19]([C:21]2[CH:26]=[CH:25][C:24]([C:27]([CH3:30])([CH3:29])[CH3:28])=[CH:23][CH:22]=2)=O)=[CH:15][CH:14]=1)([CH3:12])([CH3:11])[CH3:10].C[Si](Cl)(C)C.Cl. Product: [Br-:1].[C:27]([C:24]1[CH:25]=[CH:26][C:21]([S+:19]([C:16]2[CH:15]=[CH:14][C:13]([C:9]([CH3:12])([CH3:11])[CH3:10])=[CH:18][CH:17]=2)[C:2]2[CH:7]=[CH:6][C:5]([F:8])=[CH:4][CH:3]=2)=[CH:22][CH:23]=1)([CH3:30])([CH3:29])[CH3:28]. The catalyst class is: 2.